From a dataset of Full USPTO retrosynthesis dataset with 1.9M reactions from patents (1976-2016). Predict the reactants needed to synthesize the given product. (1) The reactants are: [F:1][C:2]1[CH:7]=[CH:6][C:5]([N:8]2[CH:11]([C:12]3[CH:17]=[CH:16][C:15]([OH:18])=[CH:14][CH:13]=3)[CH:10]([CH2:19][CH2:20][CH:21]([C:23]3[CH:28]=[CH:27][C:26]([F:29])=[CH:25][CH:24]=3)[OH:22])[C:9]2=[O:30])=[CH:4][CH:3]=1.C(=O)([O-])[O-].[K+].[K+].[I:37][CH:38](I)[CH2:39][CH2:40][CH2:41][CH2:42][CH2:43][CH2:44][CH3:45]. Given the product [F:1][C:2]1[CH:3]=[CH:4][C:5]([N:8]2[CH:11]([C:12]3[CH:13]=[CH:14][C:15]([O:18][CH2:45][CH2:44][CH2:43][CH2:42][CH2:41][CH2:40][CH2:39][CH2:38][I:37])=[CH:16][CH:17]=3)[CH:10]([CH2:19][CH2:20][CH:21]([C:23]3[CH:24]=[CH:25][C:26]([F:29])=[CH:27][CH:28]=3)[OH:22])[C:9]2=[O:30])=[CH:6][CH:7]=1, predict the reactants needed to synthesize it. (2) Given the product [CH3:24][C:23]([Si:10]([C:17]1[CH:18]=[CH:19][CH:20]=[CH:21][CH:22]=1)([C:11]1[CH:16]=[CH:15][CH:14]=[CH:13][CH:12]=1)[O:9][C@@H:7]([CH3:8])[CH2:6][C:5]1[N:40]([C:42]2[CH:47]=[CH:46][N:45]=[C:44]([CH3:48])[CH:43]=2)[N:41]=[C:3]([NH:28][C:29]2[CH:34]=[CH:33][C:32]([F:35])=[C:31]([C:36]([F:38])([F:37])[F:39])[CH:30]=2)[N:4]=1)([CH3:26])[CH3:25], predict the reactants needed to synthesize it. The reactants are: CS[C:3](=[N:28][C:29]1[CH:34]=[CH:33][C:32]([F:35])=[C:31]([C:36]([F:39])([F:38])[F:37])[CH:30]=1)[NH:4][C:5](=O)[CH2:6][C@@H:7]([O:9][Si:10]([C:23]([CH3:26])([CH3:25])[CH3:24])([C:17]1[CH:22]=[CH:21][CH:20]=[CH:19][CH:18]=1)[C:11]1[CH:16]=[CH:15][CH:14]=[CH:13][CH:12]=1)[CH3:8].[NH:40]([C:42]1[CH:47]=[CH:46][N:45]=[C:44]([CH3:48])[CH:43]=1)[NH2:41]. (3) Given the product [CH3:56][O:55][C:51]([C:52]1[O:31][N:30]=[C:27]([C:24]2[N:23]=[N:22][C:21]([N:13]([C:14]([O:15][C:16]([CH3:17])([CH3:19])[CH3:18])=[O:20])[CH2:12][C:8]3([C:3]4[C:2]([F:1])=[CH:7][CH:6]=[CH:5][N:4]=4)[CH2:9][CH2:10][CH2:11]3)=[CH:26][CH:25]=2)[CH:53]=1)=[O:54], predict the reactants needed to synthesize it. The reactants are: [F:1][C:2]1[C:3]([C:8]2([CH2:12][N:13]([C:21]3[N:22]=[N:23][C:24]([CH:27]=O)=[CH:25][CH:26]=3)[C:14](=[O:20])[O:15][C:16]([CH3:19])([CH3:18])[CH3:17])[CH2:11][CH2:10][CH2:9]2)=[N:4][CH:5]=[CH:6][CH:7]=1.Cl.[NH2:30][OH:31].C([O-])(=O)C.[Na+].N1C=CC=CC=1.C1C(=O)N(Cl)C(=O)C1.[C:51]([O:55][CH3:56])(=[O:54])[C:52]#[CH:53]. (4) Given the product [CH2:1]([O:8][C:9]1[CH:39]=[CH:38][C:12]([NH:13][C:14]2[C:23]3[C:18](=[CH:19][C:20]([O:33][CH2:34][CH3:35])=[C:21]([NH:24][C:25](=[O:32])[CH2:26][CH:27]([N:42]([CH3:43])[CH3:41])[CH2:28][N:29]([CH3:31])[CH3:30])[CH:22]=3)[N:17]=[CH:16][C:15]=2[C:36]#[N:37])=[CH:11][C:10]=1[Cl:40])[C:2]1[CH:3]=[CH:4][CH:5]=[CH:6][CH:7]=1, predict the reactants needed to synthesize it. The reactants are: [CH2:1]([O:8][C:9]1[CH:39]=[CH:38][C:12]([NH:13][C:14]2[C:23]3[C:18](=[CH:19][C:20]([O:33][CH2:34][CH3:35])=[C:21]([NH:24][C:25](=[O:32])/[CH:26]=[CH:27]/[CH2:28][N:29]([CH3:31])[CH3:30])[CH:22]=3)[N:17]=[CH:16][C:15]=2[C:36]#[N:37])=[CH:11][C:10]=1[Cl:40])[C:2]1[CH:7]=[CH:6][CH:5]=[CH:4][CH:3]=1.[CH3:41][NH:42][CH3:43]. (5) Given the product [C:1]([O:6][CH2:7][CH:8]=[O:9])(=[O:5])[CH2:2][CH2:3][CH3:4], predict the reactants needed to synthesize it. The reactants are: [C:1]([O:6][CH2:7][CH:8](OCC)[O:9]CC)(=[O:5])[CH2:2][CH2:3][CH3:4].C(O)(C(F)(F)F)=O.O. (6) Given the product [ClH:1].[C:17]([C:14]1[CH:13]=[CH:12][C:11]([C:8]2[CH:9]=[CH:10][C:5]([O:4][CH3:3])=[C:6]([CH2:19][NH:20][C@H:21]3[CH2:26][CH2:25][N:24]([C:27]([CH:29]4[CH2:30][CH2:31][N:32]([C:46](=[O:47])[CH2:45][NH:44][C:41](=[O:43])[CH3:42])[CH2:33][CH2:34]4)=[O:28])[CH2:23][C@H:22]3[C:35]3[CH:40]=[CH:39][CH:38]=[CH:37][CH:36]=3)[CH:7]=2)=[CH:16][CH:15]=1)#[N:18], predict the reactants needed to synthesize it. The reactants are: [ClH:1].Cl.[CH3:3][O:4][C:5]1[CH:10]=[CH:9][C:8]([C:11]2[CH:16]=[CH:15][C:14]([C:17]#[N:18])=[CH:13][CH:12]=2)=[CH:7][C:6]=1[CH2:19][NH:20][C@H:21]1[CH2:26][CH2:25][N:24]([C:27]([CH:29]2[CH2:34][CH2:33][NH:32][CH2:31][CH2:30]2)=[O:28])[CH2:23][C@H:22]1[C:35]1[CH:40]=[CH:39][CH:38]=[CH:37][CH:36]=1.[C:41]([NH:44][CH2:45][C:46](O)=[O:47])(=[O:43])[CH3:42]. (7) Given the product [CH:1]1([C:4]2[N:5]=[C:6]3[CH:11]=[CH:10][C:9]([N:12]4[CH:17]=[CH:16][C:15]([CH2:18][OH:19])=[CH:14][C:13]4=[O:22])=[CH:8][N:7]3[C:23]=2[CH3:24])[CH2:2][CH2:3]1, predict the reactants needed to synthesize it. The reactants are: [CH:1]1([C:4]2[N:5]=[C:6]3[CH:11]=[CH:10][C:9]([N:12]4[CH:17]=[CH:16][C:15]([C:18](OC)=[O:19])=[CH:14][C:13]4=[O:22])=[CH:8][N:7]3[C:23]=2[CH3:24])[CH2:3][CH2:2]1.[H-].C([Al+]CC(C)C)C(C)C.